Dataset: Forward reaction prediction with 1.9M reactions from USPTO patents (1976-2016). Task: Predict the product of the given reaction. (1) Given the reactants C(OC([N:8]1[CH2:13][CH2:12][CH2:11][CH:10]([N:14]2[CH2:19][CH2:18][N:17]([CH3:20])[CH2:16][CH2:15]2)[CH2:9]1)=O)(C)(C)C.C(Cl)Cl.[F:24][C:25]([F:30])([F:29])[C:26]([OH:28])=[O:27], predict the reaction product. The product is: [CH3:20][N:17]1[CH2:18][CH2:19][N:14]([CH:10]2[CH2:11][CH2:12][CH2:13][NH:8][CH2:9]2)[CH2:15][CH2:16]1.[C:26]([OH:28])([C:25]([F:30])([F:29])[F:24])=[O:27]. (2) Given the reactants [CH3:1][N:2]1[CH2:19][C:17]2=[C:18]3[C:13](=[C:14]([O:20][CH3:21])[CH:15]=[CH:16]2)[O:12][C@@H:11]2[C@:5]3([CH:6]=[CH:7][C:8]([CH2:10]2)=[O:9])[CH2:4][CH2:3]1.[B:22]([F:25])([F:24])[F:23].C1COCC1.CCC(C)[BH-](C(C)CC)C(C)CC.[Li+], predict the reaction product. The product is: [CH3:1][N:2]1[CH2:19][C:17]2=[C:18]3[C:13](=[C:14]([O:20][CH3:21])[CH:15]=[CH:16]2)[O:12][C@@H:11]2[C@:5]3([CH:6]=[CH:7][C@H:8]([OH:9])[CH2:10]2)[CH2:4][CH2:3]1.[B:22]([F:25])([F:24])[F:23]. (3) Given the reactants [Cl:1][C:2]1[N:3]=[C:4]([N:19]2[CH2:24][CH2:23][O:22][CH2:21][CH2:20]2)[C:5]2[S:10][C:9]([C:11]3[CH:12]=[C:13]([OH:17])[CH:14]=[CH:15][CH:16]=3)=[C:8]([CH3:18])[C:6]=2[N:7]=1.C(=O)([O-])[O-].[Cs+].[Cs+].Cl[CH2:32][CH2:33][OH:34], predict the reaction product. The product is: [Cl:1][C:2]1[N:3]=[C:4]([N:19]2[CH2:20][CH2:21][O:22][CH2:23][CH2:24]2)[C:5]2[S:10][C:9]([C:11]3[CH:12]=[C:13]([CH:14]=[CH:15][CH:16]=3)[O:17][CH2:32][CH2:33][OH:34])=[C:8]([CH3:18])[C:6]=2[N:7]=1. (4) Given the reactants C(OC(=O)[N:7]([S:34]([NH2:37])(=[O:36])=[O:35])[CH2:8][C@@H:9]1[CH2:13][C@@H:12]([O:14][C:15]2[CH:20]=[C:19]([NH:21][C@@H:22]3[C:30]4[C:25](=[CH:26][CH:27]=[CH:28][CH:29]=4)[CH2:24][C@@H:23]3[O:31][CH3:32])[N:18]=[CH:17][N:16]=2)[CH2:11][C@@H:10]1[OH:33])(C)(C)C.FC(F)(F)C(O)=O, predict the reaction product. The product is: [OH:33][C@H:10]1[CH2:11][C@H:12]([O:14][C:15]2[CH:20]=[C:19]([NH:21][C@@H:22]3[C:30]4[C:25](=[CH:26][CH:27]=[CH:28][CH:29]=4)[CH2:24][C@@H:23]3[O:31][CH3:32])[N:18]=[CH:17][N:16]=2)[CH2:13][C@H:9]1[CH2:8][NH:7][S:34]([NH2:37])(=[O:36])=[O:35]. (5) Given the reactants [NH2:1][C:2]1[CH:3]=[CH:4][C:5]([O:9][CH3:10])=[C:6]([OH:8])[CH:7]=1.[Br:11][CH:12]([CH:15]=O)[CH:13]=O.Br.[OH-].[Na+], predict the reaction product. The product is: [Br:11][C:12]1[CH:13]=[N:1][C:2]2[C:3]([CH:15]=1)=[CH:4][C:5]([O:9][CH3:10])=[C:6]([OH:8])[CH:7]=2. (6) Given the reactants C(OC([N:8]1[CH2:13][CH2:12][CH:11]([S:14][C:15]2[CH:20]=[CH:19][CH:18]=[CH:17][C:16]=2[Cl:21])[CH2:10][CH2:9]1)=O)(C)(C)C.Cl, predict the reaction product. The product is: [ClH:21].[Cl:21][C:16]1[CH:17]=[CH:18][CH:19]=[CH:20][C:15]=1[S:14][CH:11]1[CH2:12][CH2:13][NH:8][CH2:9][CH2:10]1. (7) The product is: [CH3:1][O:2][C:3]1[CH:4]=[C:5]2[C:9](=[CH:10][CH:11]=1)[N:8]([CH2:12][C:13]1[CH:17]=[CH:16][S:15][CH:14]=1)[CH:7]=[C:6]2[CH:18]1[CH2:23][CH2:22][N:21]([CH2:36][CH2:35][O:34][C:29]2[CH:30]=[CH:31][CH:32]=[CH:33][C:28]=2[C:27]([OH:38])=[O:26])[CH2:20][CH2:19]1. Given the reactants [CH3:1][O:2][C:3]1[CH:4]=[C:5]2[C:9](=[CH:10][CH:11]=1)[N:8]([CH2:12][C:13]1[CH:17]=[CH:16][S:15][CH:14]=1)[CH:7]=[C:6]2[CH:18]1[CH2:23][CH2:22][NH:21][CH2:20][CH2:19]1.C([O:26][C:27](=[O:38])[C:28]1[CH:33]=[CH:32][CH:31]=[CH:30][C:29]=1[O:34][CH2:35][CH2:36]Cl)C, predict the reaction product.